This data is from Peptide-MHC class II binding affinity with 134,281 pairs from IEDB. The task is: Regression. Given a peptide amino acid sequence and an MHC pseudo amino acid sequence, predict their binding affinity value. This is MHC class II binding data. (1) The peptide sequence is DINVGFKAAVAAAAS. The MHC is DRB3_0101 with pseudo-sequence DRB3_0101. The binding affinity (normalized) is 0.171. (2) The peptide sequence is LGAWVLGEPKMTKAL. The MHC is DRB5_0101 with pseudo-sequence DRB5_0101. The binding affinity (normalized) is 0.755. (3) The peptide sequence is YFVAILDYLNHMAKE. The MHC is HLA-DQA10201-DQB10202 with pseudo-sequence HLA-DQA10201-DQB10202. The binding affinity (normalized) is 0.0160. (4) The peptide sequence is IFKISKTVSEGAVDI. The MHC is HLA-DQA10401-DQB10402 with pseudo-sequence HLA-DQA10401-DQB10402. The binding affinity (normalized) is 0.142. (5) The peptide sequence is FFQMTNTNPDQKCIT. The MHC is DRB1_1101 with pseudo-sequence DRB1_1101. The binding affinity (normalized) is 0.0236.